This data is from Reaction yield outcomes from USPTO patents with 853,638 reactions. The task is: Predict the reaction yield, written as a fraction of the theoretical maximum amount of product (1.0 means a 100% yield; for example, 0.34 means a 34% yield). (1) The reactants are [N:1]1([CH2:7][C:8]([N:10]2[CH2:15][CH2:14][CH:13]([C:16]3[O:20][C:19]([C:21]4[CH:22]=[C:23]5[C:27](=[CH:28][CH:29]=4)[C:26](=[N:30][OH:31])[CH2:25][CH2:24]5)=[C:18]([C:32]4[CH:37]=[CH:36][N:35]=[CH:34][CH:33]=4)[CH:17]=3)[CH2:12][CH2:11]2)=[O:9])[CH2:6][CH2:5]O[CH2:3][CH2:2]1.[NH:38]1CCNCC1. No catalyst specified. The product is [N:1]1([CH2:7][C:8]([N:10]2[CH2:11][CH2:12][CH:13]([C:16]3[O:20][C:19]([C:21]4[CH:22]=[C:23]5[C:27](=[CH:28][CH:29]=4)[C:26](=[N:30][OH:31])[CH2:25][CH2:24]5)=[C:18]([C:32]4[CH:33]=[CH:34][N:35]=[CH:36][CH:37]=4)[CH:17]=3)[CH2:14][CH2:15]2)=[O:9])[CH2:6][CH2:5][NH:38][CH2:3][CH2:2]1. The yield is 0.170. (2) The reactants are [CH2:1]([O:8][C:9]1[C:14](=[O:15])[CH:13]=[C:12]([CH2:16]Br)[O:11][C:10]=1[C:18]([O:20][CH3:21])=[O:19])[C:2]1[CH:7]=[CH:6][CH:5]=[CH:4][CH:3]=1.[P:22]([O:27]C)([O:25][CH3:26])[O:23][CH3:24]. The catalyst is C1(C)C=CC=CC=1. The product is [CH2:1]([O:8][C:9]1[C:14](=[O:15])[CH:13]=[C:12]([CH2:16][P:22]([O:25][CH3:26])([O:23][CH3:24])=[O:27])[O:11][C:10]=1[C:18]([O:20][CH3:21])=[O:19])[C:2]1[CH:7]=[CH:6][CH:5]=[CH:4][CH:3]=1. The yield is 0.790. (3) The reactants are [CH3:1][O:2][CH2:3][C:4]1[N:9]=[CH:8][C:7]([O:10][C:11]2[CH:12]=[C:13]3[C:17](=[C:18]([O:20][CH:21]4[CH2:26][CH2:25][O:24][CH2:23][CH2:22]4)[CH:19]=2)[NH:16][C:15]([C:27]([NH2:29])=O)=[CH:14]3)=[CH:6][CH:5]=1.COC1C=CC(P2(SP(C3C=CC(OC)=CC=3)(=S)S2)=[S:39])=CC=1.C(OCC)(=O)C.CCCCCC. The catalyst is O1CCCC1. The product is [CH3:1][O:2][CH2:3][C:4]1[N:9]=[CH:8][C:7]([O:10][C:11]2[CH:12]=[C:13]3[C:17](=[C:18]([O:20][CH:21]4[CH2:26][CH2:25][O:24][CH2:23][CH2:22]4)[CH:19]=2)[NH:16][C:15]([C:27](=[S:39])[NH2:29])=[CH:14]3)=[CH:6][CH:5]=1. The yield is 0.990. (4) The reactants are [ClH:1].Cl.[Br:3][C:4]1[CH:5]=[C:6]([O:22][C:23]2[CH:28]=[CH:27][CH:26]=[CH:25][CH:24]=2)[C:7]([NH:10][C:11]2[S:12][CH:13]=[C:14]([CH:16]3[CH2:21][CH2:20][NH:19][CH2:18][CH2:17]3)[N:15]=2)=[N:8][CH:9]=1.C=O.[BH-](OC(C)=O)(OC(C)=O)O[C:33](C)=O.[Na+].C([O-])(O)=O.[Na+].Cl. The catalyst is C(Cl)CCl. The product is [ClH:1].[ClH:1].[Br:3][C:4]1[CH:5]=[C:6]([O:22][C:23]2[CH:28]=[CH:27][CH:26]=[CH:25][CH:24]=2)[C:7]([NH:10][C:11]2[S:12][CH:13]=[C:14]([CH:16]3[CH2:21][CH2:20][N:19]([CH3:33])[CH2:18][CH2:17]3)[N:15]=2)=[N:8][CH:9]=1. The yield is 0.623.